Dataset: Full USPTO retrosynthesis dataset with 1.9M reactions from patents (1976-2016). Task: Predict the reactants needed to synthesize the given product. (1) Given the product [CH2:19]([N:4]([CH2:1][CH2:2][CH3:3])[CH2:5][CH2:6][CH2:7][CH2:8][N:9]([CH2:10][C:11]1[CH:12]=[CH:13][C:14]([C:15]#[N:16])=[CH:17][CH:18]=1)[CH3:24])[CH2:20][CH3:21], predict the reactants needed to synthesize it. The reactants are: [CH2:1]([N:4]([CH2:19][CH2:20][CH3:21])[CH2:5][CH2:6][CH2:7][CH2:8][NH:9][CH2:10][C:11]1[CH:18]=[CH:17][C:14]([C:15]#[N:16])=[CH:13][CH:12]=1)[CH2:2][CH3:3].C=O.[C:24]([BH3-])#N.[Na+].[OH-].[Na+]. (2) Given the product [C:1]([C:3]1[C:4]([N:18]2[CH2:23][CH2:22][N:21]([C:25]([NH:24][C:27]3[CH:35]=[CH:34][C:30]([N:31]([CH3:33])[CH3:32])=[CH:29][CH:28]=3)=[O:26])[CH2:20][CH2:19]2)=[N:5][C:6]([C:14]([F:15])([F:17])[F:16])=[C:7]([CH:13]=1)[C:8]([O:10][CH2:11][CH3:12])=[O:9])#[N:2], predict the reactants needed to synthesize it. The reactants are: [C:1]([C:3]1[C:4]([N:18]2[CH2:23][CH2:22][NH:21][CH2:20][CH2:19]2)=[N:5][C:6]([C:14]([F:17])([F:16])[F:15])=[C:7]([CH:13]=1)[C:8]([O:10][CH2:11][CH3:12])=[O:9])#[N:2].[N:24]([C:27]1[CH:35]=[CH:34][C:30]([N:31]([CH3:33])[CH3:32])=[CH:29][CH:28]=1)=[C:25]=[O:26]. (3) The reactants are: [Cl:1][C:2]1[CH:7]=[CH:6][CH:5]=[C:4]([Cl:8])[C:3]=1[C:9]1[C:13]([C:14]([OH:16])=O)=[C:12]([CH3:17])[O:11][N:10]=1.Cl.[N+](C1C=[CH:26][C:25]([C@H:28]([NH2:30])[CH3:29])=[CH:24][CH:23]=1)([O-])=O.[CH3:31][CH2:32][N:33]([CH2:36][CH3:37])[CH2:34][CH3:35].CN(C(ON1N=NC2C=CC=CC1=2)=[N+](C)C)C.[B-](F)(F)(F)F.[NH4+].[Cl-].C(=O)C.C([BH3-])#N.[Na+]. Given the product [Cl:8][C:4]1[CH:5]=[CH:6][CH:7]=[C:2]([Cl:1])[C:3]=1[C:9]1[C:13]([C:14]([NH:30][C@@H:28]([C:25]2[CH:24]=[CH:23][C:32]([N:33]([CH2:36][CH3:37])[CH2:34][CH3:35])=[CH:31][CH:26]=2)[CH3:29])=[O:16])=[C:12]([CH3:17])[O:11][N:10]=1, predict the reactants needed to synthesize it. (4) Given the product [Cl:3][C:4]1[N:5]=[C:6]([N:22]2[CH2:27][CH2:26][O:25][CH2:24][CH2:23]2)[C:7]2[S:12][C:11]([C:13]3[CH:14]=[C:15]([CH:19]([OH:21])[CH3:20])[CH:16]=[CH:17][CH:18]=3)=[CH:10][C:8]=2[N:9]=1, predict the reactants needed to synthesize it. The reactants are: [BH4-].[Na+].[Cl:3][C:4]1[N:5]=[C:6]([N:22]2[CH2:27][CH2:26][O:25][CH2:24][CH2:23]2)[C:7]2[S:12][C:11]([C:13]3[CH:14]=[C:15]([C:19](=[O:21])[CH3:20])[CH:16]=[CH:17][CH:18]=3)=[CH:10][C:8]=2[N:9]=1.